From a dataset of Reaction yield outcomes from USPTO patents with 853,638 reactions. Predict the reaction yield, written as a fraction of the theoretical maximum amount of product (1.0 means a 100% yield; for example, 0.34 means a 34% yield). (1) The reactants are Br[C:2]1[C:7]2[CH:8]=[C:9]([CH2:11][C:12]3[O:13][C:14]4[CH:20]=[CH:19][CH:18]=[C:17](Br)[C:15]=4[CH:16]=3)[O:10][C:6]=2[CH:5]=[CH:4][CH:3]=1.[C:22]([Cu])#[N:23].Cl.[N:26]1C2C(=CC=CC=2)C=C[CH:27]=1. No catalyst specified. The product is [C:27]([C:3]1[CH:4]=[CH:5][C:6]2[O:10][C:9]([CH2:11][C:12]3[O:13][C:14]4[CH:20]=[CH:19][C:18]([C:22]#[N:23])=[CH:17][C:15]=4[CH:16]=3)=[CH:8][C:7]=2[CH:2]=1)#[N:26]. The yield is 0.630. (2) The reactants are [S:1]([N:11]1[C:15]2=[N:16][CH:17]=[C:18]([NH:20][NH:21][C:22]([C:24]34[CH2:31][CH2:30][C:27]([NH:32]C(=O)OC(C)(C)C)([CH2:28][CH2:29]3)[CH2:26][CH2:25]4)=O)[N:19]=[C:14]2[CH:13]=[CH:12]1)([C:4]1[CH:10]=[CH:9][C:7]([CH3:8])=[CH:6][CH:5]=1)(=[O:3])=[O:2].O=S(Cl)Cl. The catalyst is O1CCOCC1. The product is [S:1]([N:11]1[C:15]2[N:16]=[CH:17][C:18]3[N:19]([C:22]([C:24]45[CH2:29][CH2:28][C:27]([NH2:32])([CH2:30][CH2:31]4)[CH2:26][CH2:25]5)=[N:21][N:20]=3)[C:14]=2[CH:13]=[CH:12]1)([C:4]1[CH:5]=[CH:6][C:7]([CH3:8])=[CH:9][CH:10]=1)(=[O:3])=[O:2]. The yield is 0.240. (3) The reactants are [F:1][C:2]1[CH:7]=[C:6](F)[C:5]([N+:9]([O-:11])=[O:10])=[CH:4][N:3]=1.[NH:12]1[CH2:17][CH2:16][O:15][CH2:14][CH2:13]1.CCN(CC)CC. The catalyst is O1CCCC1. The product is [F:1][C:2]1[CH:7]=[C:6]([N:12]2[CH2:17][CH2:16][O:15][CH2:14][CH2:13]2)[C:5]([N+:9]([O-:11])=[O:10])=[CH:4][N:3]=1. The yield is 1.00.